From a dataset of Forward reaction prediction with 1.9M reactions from USPTO patents (1976-2016). Predict the product of the given reaction. (1) Given the reactants [CH2:1]([S:8][C:9]1[CH:15]=[CH:14][C:13]([N+:16]([O-:18])=[O:17])=[CH:12][C:10]=1[NH2:11])[C:2]1[CH:7]=[CH:6][CH:5]=[CH:4][CH:3]=1.Cl[C:20]([O:22][CH2:23][CH3:24])=[O:21].CCN(C(C)C)C(C)C, predict the reaction product. The product is: [CH2:1]([S:8][C:9]1[CH:15]=[CH:14][C:13]([N+:16]([O-:18])=[O:17])=[CH:12][C:10]=1[NH:11][C:20](=[O:21])[O:22][CH2:23][CH3:24])[C:2]1[CH:3]=[CH:4][CH:5]=[CH:6][CH:7]=1. (2) Given the reactants [O:1]=[C:2]1[CH2:11][CH2:10][CH2:9][C:8]2[CH:7]=[C:6](OS(C(F)(F)F)(=O)=O)[CH:5]=[CH:4][C:3]1=2.[C:20]1([S:26]([O-])(=[O:28])=[O:27])[CH:25]=[CH:24][CH:23]=[CH:22][CH:21]=1.[Na+].C(=O)([O-])[O-].[Cs+].[Cs+].[F-].C([N+](CCCC)(CCCC)CCCC)CCC, predict the reaction product. The product is: [C:20]1([S:26]([C:6]2[CH:7]=[C:8]3[C:3](=[CH:4][CH:5]=2)[C:2](=[O:1])[CH2:11][CH2:10][CH2:9]3)(=[O:28])=[O:27])[CH:25]=[CH:24][CH:23]=[CH:22][CH:21]=1.